From a dataset of Full USPTO retrosynthesis dataset with 1.9M reactions from patents (1976-2016). Predict the reactants needed to synthesize the given product. (1) Given the product [CH3:14][O:15][C:16]1[CH:17]=[C:18]2[C:19](=[CH:20][CH:21]=1)[NH:22][C:7]1[C:6]3[CH:5]=[CH:4][CH:3]=[CH:12][C:11]=3[S:10][CH2:9][C:8]2=1, predict the reactants needed to synthesize it. The reactants are: CO[C:3]1[CH:12]=[C:11]2[C:6]([C:7](=O)[CH2:8][CH2:9][S:10]2)=[CH:5][CH:4]=1.[CH3:14][O:15][C:16]1[CH:21]=[CH:20][C:19]([NH:22]N)=[CH:18][CH:17]=1. (2) The reactants are: [CH2:1]([S:4][C:5]1[CH:6]=[C:7]([CH:11]=[CH:12][CH:13]=1)[C:8]([OH:10])=O)[CH:2]=[CH2:3].[NH2:14][C@H:15]([CH2:31][C:32]1[CH:37]=[C:36]([F:38])[CH:35]=[C:34]([F:39])[CH:33]=1)[C@H:16]([OH:30])[CH2:17][NH:18][C:19]1([C:22]2[CH:27]=[CH:26][CH:25]=[C:24]([CH2:28][CH3:29])[CH:23]=2)[CH2:21][CH2:20]1.CN(C(ON1N=NC2C=CC=NC1=2)=[N+](C)C)C.F[P-](F)(F)(F)(F)F.C(N(C(C)C)CC)(C)C. Given the product [CH2:1]([S:4][C:5]1[CH:6]=[C:7]([CH:11]=[CH:12][CH:13]=1)[C:8]([NH:14][C@@H:15]([CH2:31][C:32]1[CH:33]=[C:34]([F:39])[CH:35]=[C:36]([F:38])[CH:37]=1)[C@H:16]([OH:30])[CH2:17][NH:18][C:19]1([C:22]2[CH:27]=[CH:26][CH:25]=[C:24]([CH2:28][CH3:29])[CH:23]=2)[CH2:21][CH2:20]1)=[O:10])[CH:2]=[CH2:3], predict the reactants needed to synthesize it. (3) Given the product [CH3:13][O:14][C:15]1[CH:16]=[CH:17][C:18]([S:21]([N:1]2[C:9]3[C:4](=[CH:5][CH:6]=[CH:7][CH:8]=3)[CH2:3][CH:2]2[C:10]([OH:12])=[O:11])(=[O:23])=[O:22])=[CH:19][CH:20]=1, predict the reactants needed to synthesize it. The reactants are: [NH:1]1[C:9]2[C:4](=[CH:5][CH:6]=[CH:7][CH:8]=2)[CH2:3][CH:2]1[C:10]([OH:12])=[O:11].[CH3:13][O:14][C:15]1[CH:20]=[CH:19][C:18]([S:21](Cl)(=[O:23])=[O:22])=[CH:17][CH:16]=1. (4) Given the product [C:28]1([C:34]2[CH:35]=[CH:36][CH:37]=[CH:38][CH:39]=2)[CH:29]=[CH:30][CH:31]=[CH:32][C:27]=1[C@@H:22]([O:21][C:4]1[N:3]=[C:2]([NH2:1])[N:7]=[C:6]([N:8]2[CH2:20][CH2:19][C:11]3([CH2:15][NH:14][C@H:13]([C:16]([OH:18])=[O:17])[CH2:12]3)[CH2:10][CH2:9]2)[CH:5]=1)[C:23]([F:24])([F:25])[F:26], predict the reactants needed to synthesize it. The reactants are: [NH2:1][C:2]1[N:7]=[C:6]([N:8]2[CH2:20][CH2:19][C:11]3([CH2:15][NH:14][C@H:13]([C:16]([OH:18])=[O:17])[CH2:12]3)[CH2:10][CH2:9]2)[CH:5]=[C:4]([O:21][C@H:22]([C:27]2[CH:32]=[CH:31][C:30](Cl)=[CH:29][C:28]=2[C:34]2[CH:39]=[CH:38][CH:37]=[C:36](S(=O)(=O)N)[CH:35]=2)[C:23]([F:26])([F:25])[F:24])[N:3]=1.BrC1C=CC=CC=1C(=O)C(F)(F)F.